Dataset: Full USPTO retrosynthesis dataset with 1.9M reactions from patents (1976-2016). Task: Predict the reactants needed to synthesize the given product. (1) The reactants are: C([N:4]1[C:8]([CH:9]2[CH2:11][CH2:10]2)=[CH:7][C:6]([NH:12][C:13]2[C:18]([C:19]#[CH:20])=[CH:17][N:16]=[C:15]([C:21]3[S:25][C:24]([S:26]([NH:29][C:30](=[O:32])[CH3:31])(=[O:28])=[O:27])=[CH:23][CH:22]=3)[N:14]=2)=[N:5]1)(=O)C.C([O-])([O-])=O.[K+].[K+]. Given the product [CH:9]1([C:8]2[NH:4][N:5]=[C:6]([NH:12][C:13]3[C:18]([C:19]#[CH:20])=[CH:17][N:16]=[C:15]([C:21]4[S:25][C:24]([S:26]([NH:29][C:30](=[O:32])[CH3:31])(=[O:27])=[O:28])=[CH:23][CH:22]=4)[N:14]=3)[CH:7]=2)[CH2:11][CH2:10]1, predict the reactants needed to synthesize it. (2) Given the product [C:8]([O:12][C:13](=[O:41])[NH:14][C@@H:15]([CH2:16][N:17]1[CH2:22][C:21](=[O:23])[N:20]([C:24]2[CH:29]=[CH:28][CH:27]=[CH:26][C:25]=2[Cl:30])[CH2:19][C:18]1([CH3:32])[CH3:31])[C@@H:33]([OH:34])[CH2:37][C@H:36]([C:35](=[O:40])[NH:46][CH2:42][CH:43]([CH3:45])[CH3:44])[CH2:38][CH3:39])([CH3:9])([CH3:10])[CH3:11], predict the reactants needed to synthesize it. The reactants are: OC1C=CC=CN=1.[C:8]([O:12][C:13](=[O:41])[NH:14][C@H:15]([C@@H:33]1[CH2:37][C@@H:36]([CH2:38][CH3:39])[C:35](=[O:40])[O:34]1)[CH2:16][N:17]1[CH2:22][C:21](=[O:23])[N:20]([C:24]2[CH:29]=[CH:28][CH:27]=[CH:26][C:25]=2[Cl:30])[CH2:19][C:18]1([CH3:32])[CH3:31])([CH3:11])([CH3:10])[CH3:9].[CH2:42]([NH2:46])[CH:43]([CH3:45])[CH3:44]. (3) Given the product [CH3:1][O:2][C:3]1[CH:4]=[CH:5][C:6]([N:9]2[CH:13]=[CH:12][C:11](/[CH:33]=[CH:32]/[CH2:31][OH:30])=[N:10]2)=[CH:7][CH:8]=1, predict the reactants needed to synthesize it. The reactants are: [CH3:1][O:2][C:3]1[CH:8]=[CH:7][C:6]([N:9]2[CH:13]=[CH:12][C:11](NCC(OC)=O)=[N:10]2)=[CH:5][CH:4]=1.C(N(CC)CC)C.ClC([O:30][CH2:31][CH:32](C)[CH3:33])=O.[BH4-].[Na+].